The task is: Predict which catalyst facilitates the given reaction.. This data is from Catalyst prediction with 721,799 reactions and 888 catalyst types from USPTO. (1) Reactant: [NH2:1][C:2]1[C:7]([F:8])=[C:6]([C:9]2[CH:14]=[CH:13][CH:12]=[CH:11][CH:10]=2)[C:5](Br)([CH3:15])[CH:4]([C:17]#[N:18])[C:3]=1[O:19][CH3:20].C(=O)([O-])[O-].[K+].[K+].O1CCOCC1.CB1OB(C)OB(C)O1. Product: [NH2:1][C:2]1[C:3]([O:19][CH3:20])=[C:4]([C:17]#[N:18])[C:5]([CH3:15])=[C:6]([C:9]2[CH:14]=[CH:13][CH:12]=[CH:11][CH:10]=2)[C:7]=1[F:8]. The catalyst class is: 257. (2) Reactant: [CH3:1][C:2]1[CH:7]=[CH:6][C:5]([NH2:8])=[CH:4][C:3]=1[NH:9][C:10]1[C:15]([C:16]2[CH:21]=[CH:20][N:19]=[CH:18][N:17]=2)=[CH:14][CH:13]=[CH:12][N:11]=1.N1C=CC=CC=1.[Cl:28][C:29]1[CH:34]=[CH:33][C:32]([S:35](Cl)(=[O:37])=[O:36])=[CH:31][CH:30]=1. Product: [Cl:28][C:29]1[CH:34]=[CH:33][C:32]([S:35]([NH:8][C:5]2[CH:6]=[CH:7][C:2]([CH3:1])=[C:3]([NH:9][C:10]3[C:15]([C:16]4[CH:21]=[CH:20][N:19]=[CH:18][N:17]=4)=[CH:14][CH:13]=[CH:12][N:11]=3)[CH:4]=2)(=[O:37])=[O:36])=[CH:31][CH:30]=1. The catalyst class is: 2.